This data is from Retrosynthesis with 50K atom-mapped reactions and 10 reaction types from USPTO. The task is: Predict the reactants needed to synthesize the given product. (1) Given the product CSc1ccc(C2=C(c3ccc(C#N)cc3)CCC2)cc1, predict the reactants needed to synthesize it. The reactants are: CSc1ccc(C2=C(Br)CCC2)cc1.N#Cc1ccc(B(O)O)cc1. (2) Given the product CSCc1cccc(Br)c1, predict the reactants needed to synthesize it. The reactants are: BrCc1cccc(Br)c1.C[S-]. (3) Given the product COc1ccc(-n2nc(C(=O)NC(C)(C)CO)cc2-c2ccccn2)cn1, predict the reactants needed to synthesize it. The reactants are: CC(C)(N)CO.COc1ccc(-n2nc(C(=O)O)cc2-c2ccccn2)cn1. (4) Given the product CCOC(=O)c1ccccc1Nc1ccccc1O, predict the reactants needed to synthesize it. The reactants are: CCOC(=O)c1ccccc1Nc1ccccc1OC. (5) Given the product CSc1ccc(-c2cc(C(F)(F)F)nc(SC)n2)cc1, predict the reactants needed to synthesize it. The reactants are: CSc1ccc(B(O)O)cc1.CSc1nc(Cl)cc(C(F)(F)F)n1. (6) Given the product N#Cc1ncc(Br)c(N(N)C2CCOCC2)n1, predict the reactants needed to synthesize it. The reactants are: CC(C)(C)OC(=O)NN(c1nc(C#N)ncc1Br)C1CCOCC1. (7) Given the product CCOC(=O)/C=C/C(C)OC(=O)NC1CCCCC1, predict the reactants needed to synthesize it. The reactants are: CCOC(=O)/C=C/C(C)O.O=C=NC1CCCCC1.